Dataset: Catalyst prediction with 721,799 reactions and 888 catalyst types from USPTO. Task: Predict which catalyst facilitates the given reaction. (1) Reactant: [Br:1][C:2]1[C:3]([Cl:10])=[C:4]([CH2:8][OH:9])[CH:5]=[CH:6][CH:7]=1.[CH3:11][S:12](Cl)(=[O:14])=[O:13]. Product: [CH3:11][S:12]([O:9][CH2:8][C:4]1[CH:5]=[CH:6][CH:7]=[C:2]([Br:1])[C:3]=1[Cl:10])(=[O:14])=[O:13]. The catalyst class is: 2. (2) Reactant: Cl.[Cl:2][C:3]1[CH:4]=[C:5]2[C:9](=[CH:10][CH:11]=1)[NH:8][CH:7]=[C:6]2[CH:12]1[CH2:17][CH2:16][NH:15][CH2:14][CH2:13]1.[F:18][C:19]1[CH:33]=[CH:32][C:31]([F:34])=[CH:30][C:20]=1[CH2:21][C:22]1[O:26][N:25]=[C:24]([C:27](O)=[O:28])[CH:23]=1.F[P-](F)(F)(F)(F)F.C[N+](C)=C(N(C)C)ON1C2N=CC=CC=2N=N1.C(N(CC)C(C)C)(C)C. Product: [Cl:2][C:3]1[CH:4]=[C:5]2[C:9](=[CH:10][CH:11]=1)[NH:8][CH:7]=[C:6]2[CH:12]1[CH2:17][CH2:16][N:15]([C:27]([C:24]2[CH:23]=[C:22]([CH2:21][C:20]3[CH:30]=[C:31]([F:34])[CH:32]=[CH:33][C:19]=3[F:18])[O:26][N:25]=2)=[O:28])[CH2:14][CH2:13]1. The catalyst class is: 3. (3) The catalyst class is: 28. Product: [C:29]1([C:54]2[CH:55]=[CH:56][CH:57]=[CH:58][CH:59]=2)[CH:34]=[CH:33][C:32]([C:35]2[O:36][C:37]([CH3:53])=[C:38]([CH2:40][CH2:41][O:15][C:12]3[CH:13]=[CH:14][C:9]([CH2:8][CH2:60][C:65]([OH:66])=[O:68])=[C:10]([CH2:16][O:17][C:18]4[CH:23]=[CH:22][C:21]([C:24]([F:25])([F:27])[F:26])=[CH:20][CH:19]=4)[CH:11]=3)[N:39]=2)=[CH:31][CH:30]=1. Reactant: C(OC(=O)C[CH2:8][C:9]1[CH:14]=[CH:13][C:12]([OH:15])=[CH:11][C:10]=1[CH2:16][O:17][C:18]1[CH:23]=[CH:22][C:21]([C:24]([F:27])([F:26])[F:25])=[CH:20][CH:19]=1)(C)(C)C.[C:29]1([C:54]2[CH:59]=[CH:58][CH:57]=[CH:56][CH:55]=2)[CH:34]=[CH:33][C:32]([C:35]2[O:36][C:37]([CH3:53])=[C:38]([CH2:40][CH2:41]OS(C3C=CC(C)=CC=3)(=O)=O)[N:39]=2)=[CH:31][CH:30]=1.[CH3:60]N(C=O)C.[C:65](=[O:68])([O-])[O-:66].[Cs+].[Cs+]. (4) Reactant: [CH2:1]([C:3]1[C:10]([C:11]2[CH:12]=[N:13][C:14]([C:17]3[CH:22]=[CH:21][C:20]([O:23][CH:24]([CH3:26])[CH3:25])=[C:19]([C:27]([F:30])([F:29])[F:28])[CH:18]=3)=[N:15][CH:16]=2)=[CH:9][CH:8]=[CH:7][C:4]=1[CH:5]=O)[CH3:2].[NH:31]1[CH2:34][CH:33]([C:35]([OH:37])=[O:36])[CH2:32]1.C(O[BH-](OC(=O)C)OC(=O)C)(=O)C.[Na+].C([O-])(O)=O.[Na+]. Product: [CH2:1]([C:3]1[C:10]([C:11]2[CH:16]=[N:15][C:14]([C:17]3[CH:22]=[CH:21][C:20]([O:23][CH:24]([CH3:25])[CH3:26])=[C:19]([C:27]([F:29])([F:30])[F:28])[CH:18]=3)=[N:13][CH:12]=2)=[CH:9][CH:8]=[CH:7][C:4]=1[CH2:5][N:31]1[CH2:34][CH:33]([C:35]([OH:37])=[O:36])[CH2:32]1)[CH3:2]. The catalyst class is: 411.